From a dataset of Forward reaction prediction with 1.9M reactions from USPTO patents (1976-2016). Predict the product of the given reaction. (1) Given the reactants [CH3:1][O:2][C:3]1[CH:8]=[CH:7][C:6]([CH2:9][C:10](=O)[CH3:11])=[CH:5][CH:4]=1.[CH2:13]([NH2:20])[C:14]1[CH:19]=[CH:18][CH:17]=[CH:16][CH:15]=1.[H][H].[C:23]([OH:33])(=[O:32])[C@H:24]([C:26]1[CH:31]=[CH:30][CH:29]=[CH:28][CH:27]=1)[OH:25], predict the reaction product. The product is: [C:23]([OH:33])(=[O:32])[C@H:24]([C:26]1[CH:31]=[CH:30][CH:29]=[CH:28][CH:27]=1)[OH:25].[CH3:1][O:2][C:3]1[CH:8]=[CH:7][C:6]([CH2:9][CH:10]([CH3:11])[NH:20][CH2:13][C:14]2[CH:19]=[CH:18][CH:17]=[CH:16][CH:15]=2)=[CH:5][CH:4]=1. (2) Given the reactants [CH3:1][O:2][C:3]([CH:5]1[CH2:8][NH:7][CH2:6]1)=[O:4].Br[CH2:10][C:11]1[CH:16]=[CH:15][C:14]([C:17]([F:20])([F:19])[F:18])=[CH:13][C:12]=1[C:21]([F:24])([F:23])[F:22].C(=O)([O-])[O-].[K+].[K+].O, predict the reaction product. The product is: [F:22][C:21]([F:23])([F:24])[C:12]1[CH:13]=[C:14]([C:17]([F:20])([F:18])[F:19])[CH:15]=[CH:16][C:11]=1[CH2:10][N:7]1[CH2:8][CH:5]([C:3]([O:2][CH3:1])=[O:4])[CH2:6]1. (3) Given the reactants C1(C(=O)CC#[N:7])CC1.[NH2:9][C:10]1[CH:24]=[CH:23][CH:22]=[CH:21][C:11]=1[C:12]([C:14]1C=CC(F)=[CH:16][CH:15]=1)=O, predict the reaction product. The product is: [N:9]1[C:10]2[C:11](=[CH:21][CH:22]=[CH:23][CH:24]=2)[CH:12]=[CH:14][C:15]=1[C:16]#[N:7]. (4) The product is: [CH3:1][O:2][C:3](=[O:4])[NH:5][C@@H:6]([C@H:7]([O:80][CH3:76])[CH3:9])[C:10]([N:12]1[CH2:16][C@@H:15]([CH2:17][O:18][CH3:19])[CH2:14][C@H:13]1[C:20]1[NH:24][C:23]2[C:25]3[C:30]([CH:31]=[CH:32][C:22]=2[N:21]=1)=[CH:29][C:28]1[C:33]2[C:38]([CH2:39][O:40][C:27]=1[CH:26]=3)=[CH:37][C:36]([C:41]1[NH:45][C:44]([C@@H:46]3[CH2:50][C@H:49]([CH3:51])[CH2:48][N:47]3[C:52](=[O:53])[C@H:63]([C@@H:62]([CH3:72])[O:61][CH3:60])[NH:67][C:68]([O:70][CH3:71])=[O:69])=[N:43][CH:42]=1)=[CH:35][CH:34]=2)=[O:11]. Given the reactants [CH3:1][O:2][C:3]([NH:5][C@H:6]([C:10]([N:12]1[CH2:16][C@@H:15]([CH2:17][O:18][CH3:19])[CH2:14][C@H:13]1[C:20]1[NH:24][C:23]2[C:25]3[C:30]([CH:31]=[CH:32][C:22]=2[N:21]=1)=[CH:29][C:28]1[C:33]2[C:38]([CH2:39][O:40][C:27]=1[CH:26]=3)=[CH:37][C:36]([C:41]1[NH:45][C:44]([C@@H:46]3[CH2:50][C@H:49]([CH3:51])[CH2:48][N:47]3[C:52](OC(C)(C)C)=[O:53])=[N:43][CH:42]=1)=[CH:35][CH:34]=2)=[O:11])[CH:7]([CH3:9])C)=[O:4].Cl.[CH3:60][O:61][C@H:62]([CH3:72])[C@H:63]([NH:67][C:68]([O:70][CH3:71])=[O:69])C(O)=O.CN([C:76]([O:80]N1N=NC2C=CC=NC1=2)=[N+](C)C)C.F[P-](F)(F)(F)(F)F.CCN(C(C)C)C(C)C, predict the reaction product. (5) Given the reactants [OH:1]OS([O-])=O.[K+].[Cl:7][C:8]1[CH:9]=[C:10]2[C:15](=[CH:16][CH:17]=1)[CH:14]=[C:13]([S:18][CH2:19][C@@H:20]([NH:39][C:40](=[O:46])[O:41][C:42]([CH3:45])([CH3:44])[CH3:43])[C:21]([N:23]1[CH2:28][CH2:27][CH:26]([N:29]3[CH2:33][C:32]4=[CH:34][N:35]=[C:36]([CH3:37])[N:31]4[C:30]3=[O:38])[CH2:25][CH2:24]1)=[O:22])[CH:12]=[CH:11]2.[OH2:47], predict the reaction product. The product is: [Cl:7][C:8]1[CH:9]=[C:10]2[C:15](=[CH:16][CH:17]=1)[CH:14]=[C:13]([S:18]([CH2:19][C@@H:20]([NH:39][C:40](=[O:46])[O:41][C:42]([CH3:43])([CH3:45])[CH3:44])[C:21]([N:23]1[CH2:24][CH2:25][CH:26]([N:29]3[CH2:33][C:32]4=[CH:34][N:35]=[C:36]([CH3:37])[N:31]4[C:30]3=[O:38])[CH2:27][CH2:28]1)=[O:22])(=[O:1])=[O:47])[CH:12]=[CH:11]2. (6) Given the reactants [Cl:1][C:2]1[CH:7]=[CH:6][C:5]([C:8]2[CH:13]=[C:12]([C:14]([F:17])([F:16])[F:15])[N:11]=[C:10]([N:18]3[CH:22]=[C:21](I)[N:20]=[CH:19]3)[N:9]=2)=[CH:4][CH:3]=1.[C:24]([NH:28][S:29]([C:32]1[S:33][C:34](B2OC(C)(C)C(C)(C)O2)=[CH:35][CH:36]=1)(=[O:31])=[O:30])([CH3:27])([CH3:26])[CH3:25], predict the reaction product. The product is: [C:24]([NH:28][S:29]([C:32]1[S:33][C:34]([C:21]2[N:20]=[CH:19][N:18]([C:10]3[N:9]=[C:8]([C:5]4[CH:6]=[CH:7][C:2]([Cl:1])=[CH:3][CH:4]=4)[CH:13]=[C:12]([C:14]([F:17])([F:16])[F:15])[N:11]=3)[CH:22]=2)=[CH:35][CH:36]=1)(=[O:30])=[O:31])([CH3:27])([CH3:25])[CH3:26].